From a dataset of Full USPTO retrosynthesis dataset with 1.9M reactions from patents (1976-2016). Predict the reactants needed to synthesize the given product. (1) Given the product [NH2:1][C:2]1[C:11]2[N:10]=[CH:9][C:8]([CH2:12][CH2:13][C:14]3[CH:19]=[CH:18][C:17]([O:20][CH2:28][CH2:29][CH2:30][CH2:31][C:32]([O:34][CH2:35][CH3:36])=[O:33])=[CH:16][C:15]=3[CH3:21])=[CH:7][C:6]=2[C:5]2[CH:22]=[CH:23][C:24]([CH3:26])=[CH:25][C:4]=2[N:3]=1, predict the reactants needed to synthesize it. The reactants are: [NH2:1][C:2]1[C:11]2[N:10]=[CH:9][C:8]([CH2:12][CH2:13][C:14]3[CH:19]=[CH:18][C:17]([OH:20])=[CH:16][C:15]=3[CH3:21])=[CH:7][C:6]=2[C:5]2[CH:22]=[CH:23][C:24]([CH3:26])=[CH:25][C:4]=2[N:3]=1.Br[CH2:28][CH2:29][CH2:30][CH2:31][C:32]([O:34][CH2:35][CH3:36])=[O:33]. (2) Given the product [C:29]([CH2:28][CH2:27][C:26]1[N:22]([CH2:21][C:18]2[CH:17]=[CH:16][C:15]([F:14])=[CH:20][CH:19]=2)[C:23]([CH2:32][NH:1][CH2:2][C:3]2[N:4]=[C:5]([CH3:13])[CH:6]=[C:7]([C:9]([O:11][CH3:12])=[O:10])[CH:8]=2)=[N:24][CH:25]=1)(=[O:30])[NH2:31], predict the reactants needed to synthesize it. The reactants are: [NH2:1][CH2:2][C:3]1[CH:8]=[C:7]([C:9]([O:11][CH3:12])=[O:10])[CH:6]=[C:5]([CH3:13])[N:4]=1.[F:14][C:15]1[CH:20]=[CH:19][C:18]([CH2:21][N:22]2[C:26]([CH2:27][CH2:28][C:29]([NH2:31])=[O:30])=[CH:25][N:24]=[C:23]2[CH:32]=O)=[CH:17][CH:16]=1.